This data is from Full USPTO retrosynthesis dataset with 1.9M reactions from patents (1976-2016). The task is: Predict the reactants needed to synthesize the given product. (1) Given the product [ClH:1].[NH2:9][CH2:10][C@H:11]1[CH2:16][CH2:15][C@H:14]([C:17]([NH:19][C@@H:20]([CH2:21][C:22]2[CH:27]=[CH:26][C:25]([C:28]3[CH:33]=[CH:32][CH:31]=[CH:30][C:29]=3[C:34]([N:36]3[CH2:37][CH2:38][NH:39][CH2:40][CH2:41]3)=[O:35])=[CH:24][CH:23]=2)[C:49](=[O:62])[NH:50][C:51]2[CH:56]=[CH:55][C:54]([C:57]3[N:61]=[N:60][NH:59][N:58]=3)=[CH:53][CH:52]=2)=[O:18])[CH2:13][CH2:12]1, predict the reactants needed to synthesize it. The reactants are: [ClH:1].C(OC([NH:9][CH2:10][C@H:11]1[CH2:16][CH2:15][C@H:14]([C:17]([NH:19][C@H:20]([C:49](=[O:62])[NH:50][C:51]2[CH:56]=[CH:55][C:54]([C:57]3[N:58]=[N:59][NH:60][N:61]=3)=[CH:53][CH:52]=2)[CH2:21][C:22]2[CH:27]=[CH:26][C:25]([C:28]3[CH:33]=[CH:32][CH:31]=[CH:30][C:29]=3[C:34]([N:36]3[CH2:41][CH2:40][N:39](C(OC(C)(C)C)=O)[CH2:38][CH2:37]3)=[O:35])=[CH:24][CH:23]=2)=[O:18])[CH2:13][CH2:12]1)=O)(C)(C)C. (2) Given the product [NH2:27][C:24]1[CH:25]=[CH:26][C:21]([O:20][C:18]2[CH:17]=[CH:16][N:15]=[C:14]([NH:13][C:12](=[O:39])[N:11]([CH:8]3[CH2:7][CH2:6][N:5]([CH2:4][CH2:3][N:2]([CH3:1])[CH3:41])[CH2:10][CH2:9]3)[CH3:40])[CH:19]=2)=[CH:22][C:23]=1[F:38], predict the reactants needed to synthesize it. The reactants are: [CH3:1][N:2]([CH3:41])[CH2:3][CH2:4][N:5]1[CH2:10][CH2:9][CH:8]([N:11]([CH3:40])[C:12](=[O:39])[NH:13][C:14]2[CH:19]=[C:18]([O:20][C:21]3[CH:26]=[CH:25][C:24]([NH:27]C(=O)OCC4C=CC=CC=4)=[C:23]([F:38])[CH:22]=3)[CH:17]=[CH:16][N:15]=2)[CH2:7][CH2:6]1. (3) The reactants are: Cl.[NH2:2][CH:3]1[CH2:8][CH2:7][N:6]([CH2:9][C@@H:10]([C:12]2[C:13]([CH3:22])=[C:14]3[C:18](=[CH:19][CH:20]=2)[C:17](=[O:21])[O:16][CH2:15]3)[OH:11])[CH2:5][CH2:4]1.[N:23]1([C:28]2[CH:36]=[CH:35][C:31]([C:32](O)=[O:33])=[CH:30][CH:29]=2)[CH:27]=[CH:26][CH:25]=[N:24]1. Given the product [OH:11][C@H:10]([C:12]1[C:13]([CH3:22])=[C:14]2[C:18](=[CH:19][CH:20]=1)[C:17](=[O:21])[O:16][CH2:15]2)[CH2:9][N:6]1[CH2:7][CH2:8][CH:3]([NH:2][C:32](=[O:33])[C:31]2[CH:30]=[CH:29][C:28]([N:23]3[CH:27]=[CH:26][CH:25]=[N:24]3)=[CH:36][CH:35]=2)[CH2:4][CH2:5]1, predict the reactants needed to synthesize it. (4) Given the product [CH3:1][C@H:2]1[C@@H:10]2[C:6](=[C:7]([CH3:11])[CH2:8][CH2:9]2)[C@H:5](/[CH:12]=[C:13](/[C:15]([OH:17])=[O:16])\[CH3:14])[CH2:4][CH2:3]1.[CH3:1][C@H:2]1[C@@H:10]2[C:6](=[C:7]([CH3:11])[CH2:8][CH2:9]2)[C@H:5](/[CH:12]=[C:13](/[C:15]([NH2:20])=[O:17])\[CH3:14])[CH2:4][CH2:3]1, predict the reactants needed to synthesize it. The reactants are: [CH3:1][C@H:2]1[C@@H:10]2[C:6](=[C:7]([CH3:11])[CH2:8][CH2:9]2)[C@H:5](/[CH:12]=[C:13](/[C:15]([OH:17])=[O:16])\[CH3:14])[CH2:4][CH2:3]1.C([N:20](CC)CC)C.ClC(OC)=O.N. (5) Given the product [F:1][C:2]1[CH:7]=[CH:6][N:5]=[C:4]([CH2:8][NH2:9])[CH:3]=1, predict the reactants needed to synthesize it. The reactants are: [F:1][C:2]1[CH:7]=[CH:6][N:5]=[C:4]([C:8]#[N:9])[CH:3]=1.B.C1COCC1.Cl.